From a dataset of Forward reaction prediction with 1.9M reactions from USPTO patents (1976-2016). Predict the product of the given reaction. (1) Given the reactants Cl.[F:2][C:3]1[CH:8]=[CH:7][C:6]([CH:9]([OH:23])[CH:10]([NH2:22])[CH2:11][C:12]2[CH:17]=[CH:16][C:15]([C:18]([F:21])([F:20])[F:19])=[CH:14][CH:13]=2)=[CH:5][CH:4]=1.[CH:24]1[C:33]2[C:28](=[CH:29][CH:30]=[CH:31][CH:32]=2)[CH:27]=[CH:26][C:25]=1[C:34](Cl)=[O:35].C(=O)([O-])O.[Na+], predict the reaction product. The product is: [F:2][C:3]1[CH:4]=[CH:5][C:6]([CH:9]([OH:23])[CH:10]([NH:22][C:34]([C:25]2[CH:26]=[CH:27][C:28]3[C:33](=[CH:32][CH:31]=[CH:30][CH:29]=3)[CH:24]=2)=[O:35])[CH2:11][C:12]2[CH:17]=[CH:16][C:15]([C:18]([F:21])([F:20])[F:19])=[CH:14][CH:13]=2)=[CH:7][CH:8]=1. (2) Given the reactants [F:1][C:2]([F:41])([F:40])[C:3]1[CH:4]=[C:5]([C@H:13]2[O:17][C:16](=[O:18])[N:15]([CH2:19][C:20]3[CH:25]=[C:24](Br)[CH:23]=[CH:22][C:21]=3[C:27]3[CH:32]=[C:31]([CH:33]([CH3:35])[CH3:34])[C:30]([F:36])=[CH:29][C:28]=3[O:37][CH3:38])[C@H:14]2[CH3:39])[CH:6]=[C:7]([C:9]([F:12])([F:11])[F:10])[CH:8]=1.[Cu][C:43]#[N:44].N#N, predict the reaction product. The product is: [F:1][C:2]([F:41])([F:40])[C:3]1[CH:4]=[C:5]([C@H:13]2[O:17][C:16](=[O:18])[N:15]([CH2:19][C:20]3[CH:25]=[C:24]([C:43]#[N:44])[CH:23]=[CH:22][C:21]=3[C:27]3[CH:32]=[C:31]([CH:33]([CH3:35])[CH3:34])[C:30]([F:36])=[CH:29][C:28]=3[O:37][CH3:38])[C@H:14]2[CH3:39])[CH:6]=[C:7]([C:9]([F:12])([F:11])[F:10])[CH:8]=1. (3) Given the reactants [Na:1].[CH3:2][C:3]1[C:4]([CH2:22][S:23]([C:25]2[NH:29][C:28]3[CH:30]=[CH:31][CH:32]=[CH:33][C:27]=3[N:26]=2)=[O:24])=[N:5][CH:6]=[CH:7][C:8]=1[O:9][CH2:10][C:11]1(C)[O:20][CH2:19][C:14]2(OCCO2)[CH2:13][O:12]1.C1C2(CO[CH:39]([CH2:42][O:43]C3C=CN=C(CO)C=3C)[O:38]C2)C1.N1[C:57]2C=C3OCCOC3=C[C:56]=2N=C1S, predict the reaction product. The product is: [Na:1].[CH2:56]1[C:14]2([CH2:19][O:20][CH:11]([CH2:10][O:9][C:8]3[CH:7]=[CH:6][N:5]=[C:4]([CH2:22][S:23]([C:25]4[NH:29][C:28]5[CH:30]=[C:31]6[O:43][CH2:42][CH2:39][O:38][C:32]6=[CH:33][C:27]=5[N:26]=4)=[O:24])[C:3]=3[CH3:2])[O:12][CH2:13]2)[CH2:57]1. (4) The product is: [CH:1]1([C:5]2[CH:10]=[CH:9][C:8]([C:18]3[N:19]=[C:20]4[CH:21]=[CH:22][NH:23][C:24]4=[N:25][CH:26]=3)=[C:7]([F:14])[C:6]=2[O:15][CH3:16])[CH2:4][CH2:3][CH2:2]1. Given the reactants [CH:1]1([C:5]2[CH:10]=[CH:9][C:8](B(O)O)=[C:7]([F:14])[C:6]=2[O:15][CH3:16])[CH2:4][CH2:3][CH2:2]1.Br[C:18]1[N:19]=[C:20]2[C:24](=[N:25][CH:26]=1)[NH:23][CH:22]=[CH:21]2, predict the reaction product.